Dataset: Reaction yield outcomes from USPTO patents with 853,638 reactions. Task: Predict the reaction yield, written as a fraction of the theoretical maximum amount of product (1.0 means a 100% yield; for example, 0.34 means a 34% yield). The reactants are [F:1][C:2]1[CH:3]=[C:4]([C:9]2[N:16]=[C:15]([OH:17])[C:14]([I:18])=[CH:13][C:10]=2[C:11]#[N:12])[CH:5]=[C:6]([F:8])[CH:7]=1.[C:19](=O)([O-])[O-].[Cs+].[Cs+].CI. The catalyst is CN(C=O)C.O. The product is [F:8][C:6]1[CH:5]=[C:4]([C:9]2[N:16]=[C:15]([O:17][CH3:19])[C:14]([I:18])=[CH:13][C:10]=2[C:11]#[N:12])[CH:3]=[C:2]([F:1])[CH:7]=1. The yield is 0.0800.